From a dataset of Forward reaction prediction with 1.9M reactions from USPTO patents (1976-2016). Predict the product of the given reaction. (1) Given the reactants [CH3:1][C:2]1[C:6]([C:7]2[CH:12]=[CH:11][C:10]([O:13][CH2:14][CH3:15])=[CH:9][CH:8]=2)=[C:5]([NH2:16])[NH:4][N:3]=1.[C:17]1([C:23](=O)[CH2:24][C:25](OCC)=[O:26])[CH:22]=[CH:21][CH:20]=[CH:19][CH:18]=1, predict the reaction product. The product is: [CH2:14]([O:13][C:10]1[CH:9]=[CH:8][C:7]([C:6]2[C:2]([CH3:1])=[N:3][N:4]3[C:23]([C:17]4[CH:22]=[CH:21][CH:20]=[CH:19][CH:18]=4)=[CH:24][C:25](=[O:26])[NH:16][C:5]=23)=[CH:12][CH:11]=1)[CH3:15]. (2) Given the reactants [CH3:1][CH:2]([CH2:7][C:8]1[NH:9][C:10]2[C:15]([CH:16]=1)=[CH:14][C:13]([O:17][CH2:18][CH2:19][CH2:20][NH:21][C:22]1[CH:27]=[CH:26][CH:25]=[CH:24][N:23]=1)=[CH:12][CH:11]=2)[C:3]([O:5]C)=[O:4].[OH-].[Na+], predict the reaction product. The product is: [CH3:1][CH:2]([CH2:7][C:8]1[NH:9][C:10]2[C:15]([CH:16]=1)=[CH:14][C:13]([O:17][CH2:18][CH2:19][CH2:20][NH:21][C:22]1[CH:27]=[CH:26][CH:25]=[CH:24][N:23]=1)=[CH:12][CH:11]=2)[C:3]([OH:5])=[O:4]. (3) The product is: [CH3:24][O:23][C:6]1[CH:5]=[CH:4][C:3]([CH2:2][O:25][C:26]2[CH:27]=[C:28]([CH2:32][C:33]([O:35][CH3:36])=[O:34])[CH:29]=[CH:30][CH:31]=2)=[CH:22][C:7]=1[O:8][CH2:9][C:10]1[N:11]=[C:12]([C:16]2[CH:21]=[CH:20][CH:19]=[CH:18][CH:17]=2)[O:13][C:14]=1[CH3:15]. Given the reactants Cl[CH2:2][C:3]1[CH:4]=[CH:5][C:6]([O:23][CH3:24])=[C:7]([CH:22]=1)[O:8][CH2:9][C:10]1[N:11]=[C:12]([C:16]2[CH:21]=[CH:20][CH:19]=[CH:18][CH:17]=2)[O:13][C:14]=1[CH3:15].[OH:25][C:26]1[CH:27]=[C:28]([CH2:32][C:33]([O:35][CH3:36])=[O:34])[CH:29]=[CH:30][CH:31]=1.C(=O)([O-])[O-].[K+].[K+].CN(C)C=O, predict the reaction product. (4) Given the reactants C([O:8][C:9]1[C:14]2[N:15]([CH2:19][CH2:20][O:21][CH3:22])[C:16]([CH3:18])=[N:17][C:13]=2[CH:12]=[C:11]([C:23]([O:25][CH3:26])=[O:24])[CH:10]=1)C1C=CC=CC=1, predict the reaction product. The product is: [OH:8][C:9]1[C:14]2[N:15]([CH2:19][CH2:20][O:21][CH3:22])[C:16]([CH3:18])=[N:17][C:13]=2[CH:12]=[C:11]([C:23]([O:25][CH3:26])=[O:24])[CH:10]=1. (5) Given the reactants [CH3:1][O:2][C:3](=[O:8])/[CH:4]=[C:5](\[NH2:7])/[CH3:6].N1C=CC=CC=1.[F:15][C:16]1[CH:17]=[C:18]([CH:26]=[CH:27][CH:28]=1)[O:19][CH2:20][CH2:21][CH2:22][C:23](Cl)=[O:24], predict the reaction product. The product is: [F:15][C:16]1[CH:17]=[C:18]([CH:26]=[CH:27][CH:28]=1)[O:19][CH2:20][CH2:21][CH2:22][C:23]([NH:7]/[C:5](/[CH3:6])=[CH:4]\[C:3]([O:2][CH3:1])=[O:8])=[O:24]. (6) Given the reactants [CH3:1][N:2]([CH2:11][C:12]1[CH:13]=[C:14]([C:18]2[CH:23]=[CH:22][C:21]([CH2:24][CH2:25][C:26](Cl)=[O:27])=[CH:20][CH:19]=2)[CH:15]=[CH:16][CH:17]=1)[C:3]([C:5]1[CH:10]=[CH:9][CH:8]=[CH:7][CH:6]=1)=[O:4].C([Si](C)(C)[O:34][NH2:35])(C)(C)C.[CH2:38](N(CC)CC)C.[F-].C([N+](CCCC)(CCCC)CCCC)CCC, predict the reaction product. The product is: [OH:34][NH:35][C:26]([CH:25]([CH3:38])[CH2:24][C:21]1[CH:22]=[CH:23][C:18]([C:14]2[CH:15]=[CH:16][CH:17]=[C:12]([CH2:11][N:2]([CH3:1])[C:3](=[O:4])[C:5]3[CH:10]=[CH:9][CH:8]=[CH:7][CH:6]=3)[CH:13]=2)=[CH:19][CH:20]=1)=[O:27].